Dataset: Catalyst prediction with 721,799 reactions and 888 catalyst types from USPTO. Task: Predict which catalyst facilitates the given reaction. (1) Reactant: [Cr](Cl)([O-])(=O)=O.[NH+]1C=CC=CC=1.[C:12]1([CH3:22])[CH:17]=[CH:16][C:15]([C:18]#[C:19][CH2:20][OH:21])=[CH:14][CH:13]=1.CCCCCCC.C(OCC)(=O)C.C(O)C#C. Product: [C:12]1([CH3:22])[CH:13]=[CH:14][C:15]([C:18]#[C:19][CH:20]=[O:21])=[CH:16][CH:17]=1. The catalyst class is: 4. (2) Reactant: C(S[C:9]1[CH:10]=[C:11]2[C:16](=[CH:17][CH:18]=1)[N:15]([C:19]1[C:24]([O:25][CH3:26])=[CH:23][C:22]([C:27]3[CH:32]=[CH:31][CH:30]=[C:29]([F:33])[CH:28]=3)=[C:21]([F:34])[CH:20]=1)[C:14](=[O:35])[CH:13]=[CH:12]2)C1C=CC=CC=1.C(Cl)Cl.C(O)(=O)C.[S:43]([Cl:47])(Cl)(=[O:45])=[O:44]. Product: [F:34][C:21]1[CH:20]=[C:19]([N:15]2[C:16]3[C:11](=[CH:10][C:9]([S:43]([Cl:47])(=[O:45])=[O:44])=[CH:18][CH:17]=3)[CH:12]=[CH:13][C:14]2=[O:35])[C:24]([O:25][CH3:26])=[CH:23][C:22]=1[C:27]1[CH:32]=[CH:31][CH:30]=[C:29]([F:33])[CH:28]=1. The catalyst class is: 6. (3) Product: [Br:12][C:13]1[C:14]([Cl:23])=[N:15][CH:16]=[C:17]([S:19]([CH2:25][CH3:26])(=[O:21])=[O:20])[CH:18]=1. The catalyst class is: 145. Reactant: S([O-])([O-])=O.[Na+].[Na+].C(=O)(O)[O-].[Na+].[Br:12][C:13]1[C:14]([Cl:23])=[N:15][CH:16]=[C:17]([S:19](Cl)(=[O:21])=[O:20])[CH:18]=1.I[CH2:25][CH3:26]. (4) Reactant: [OH:1][C:2]1[CH:33]=[CH:32][C:5]([C:6]([N:8]2[C:16]3[C:11](=[C:12]([NH:18][C:19](=[O:31])[CH2:20][C:21]([O:23]CC4C=CC=CC=4)=[O:22])[CH:13]=[CH:14][C:15]=3[CH3:17])[CH:10]=[CH:9]2)=[O:7])=[CH:4][C:3]=1[CH:34]([CH3:36])[CH3:35].[H][H]. Product: [OH:1][C:2]1[CH:33]=[CH:32][C:5]([C:6]([N:8]2[C:16]3[C:11](=[C:12]([NH:18][C:19](=[O:31])[CH2:20][C:21]([OH:23])=[O:22])[CH:13]=[CH:14][C:15]=3[CH3:17])[CH:10]=[CH:9]2)=[O:7])=[CH:4][C:3]=1[CH:34]([CH3:36])[CH3:35]. The catalyst class is: 457. (5) Reactant: [OH:1][C:2]1[CH:7]=[CH:6][C:5]([C:8]2[N:13]=[C:12]([C:14]#[N:15])[C:11]3[N:16]=[N:17][N:18]([CH3:19])[C:10]=3[CH:9]=2)=[CH:4][C:3]=1[C:20]([F:23])([F:22])[F:21].CS(O[CH2:29][C@H:30]1[CH2:34][CH2:33][N:32]([C:35]2[CH:40]=[CH:39][CH:38]=[CH:37][N:36]=2)[CH2:31]1)(=O)=O.C(=O)([O-])[O-].[Cs+].[Cs+].C([N+](CCCC)(CCCC)CCCC)CCC. Product: [CH3:19][N:18]1[C:10]2[CH:9]=[C:8]([C:5]3[CH:6]=[CH:7][C:2]([O:1][CH2:29][C@H:30]4[CH2:34][CH2:33][N:32]([C:35]5[CH:40]=[CH:39][CH:38]=[CH:37][N:36]=5)[CH2:31]4)=[C:3]([C:20]([F:23])([F:22])[F:21])[CH:4]=3)[N:13]=[C:12]([C:14]#[N:15])[C:11]=2[N:16]=[N:17]1. The catalyst class is: 39. (6) Reactant: [CH:1]1([CH2:4][O:5][C:6]2[CH:11]=[CH:10][C:9]([N+:12]([O-])=O)=[CH:8][C:7]=2[F:15])[CH2:3][CH2:2]1. Product: [CH:1]1([CH2:4][O:5][C:6]2[CH:11]=[CH:10][C:9]([NH2:12])=[CH:8][C:7]=2[F:15])[CH2:2][CH2:3]1. The catalyst class is: 129. (7) Reactant: [Cl:1][C:2]1[CH:3]=[N+:4]([O-:27])[CH:5]=[C:6]([Cl:26])[C:7]=1[CH2:8][C@@H:9]([C:11]1[CH:16]=[CH:15][C:14]([O:17][CH:18]([F:20])[F:19])=[C:13]([O:21][CH2:22][CH:23]2[CH2:25][CH2:24]2)[CH:12]=1)[OH:10].[N:28]1([CH2:37][C:38](O)=[O:39])[C:36]2[C:31](=[CH:32][CH:33]=[CH:34][CH:35]=2)[CH:30]=[CH:29]1.C(Cl)CCl. Product: [N:28]1([CH2:37][C:38]([O:10][C@H:9]([C:11]2[CH:16]=[CH:15][C:14]([O:17][CH:18]([F:20])[F:19])=[C:13]([O:21][CH2:22][CH:23]3[CH2:25][CH2:24]3)[CH:12]=2)[CH2:8][C:7]2[C:6]([Cl:26])=[CH:5][N+:4]([O-:27])=[CH:3][C:2]=2[Cl:1])=[O:39])[C:36]2[C:31](=[CH:32][CH:33]=[CH:34][CH:35]=2)[CH:30]=[CH:29]1. The catalyst class is: 79. (8) Reactant: [H-].[Na+:2].[C:3]1([CH2:9][CH2:10][OH:11])[CH:8]=[CH:7][CH:6]=[CH:5][CH:4]=1.[CH2:12]1[CH2:19][O:18][S:15](=[O:17])(=[O:16])[CH2:14][CH2:13]1. Product: [CH2:10]([O:11][CH2:19][CH2:12][CH2:13][CH2:14][S:15]([O-:18])(=[O:17])=[O:16])[CH2:9][C:3]1[CH:8]=[CH:7][CH:6]=[CH:5][CH:4]=1.[Na+:2]. The catalyst class is: 9. (9) Reactant: [CH:1]1([CH:6]=[CH:7][C:8]#[N:9])[CH2:5][CH2:4][CH2:3][CH2:2]1.C(=O)([O-])[O-].[Cs+].[Cs+].[NH:16]1[CH:20]=[C:19]([C:21]2[C:22]3[CH:29]=[CH:28][N:27]([CH2:30][O:31][CH2:32][CH2:33][Si:34]([CH3:37])([CH3:36])[CH3:35])[C:23]=3[N:24]=[CH:25][N:26]=2)[CH:18]=[N:17]1. Product: [CH:1]1([CH:6]([N:16]2[CH:20]=[C:19]([C:21]3[C:22]4[CH:29]=[CH:28][N:27]([CH2:30][O:31][CH2:32][CH2:33][Si:34]([CH3:37])([CH3:36])[CH3:35])[C:23]=4[N:24]=[CH:25][N:26]=3)[CH:18]=[N:17]2)[CH2:7][C:8]#[N:9])[CH2:5][CH2:4][CH2:3][CH2:2]1. The catalyst class is: 10.